This data is from Forward reaction prediction with 1.9M reactions from USPTO patents (1976-2016). The task is: Predict the product of the given reaction. (1) Given the reactants [Cl:1][C:2]1[CH:21]=[CH:20][C:5]2[N:6]([CH2:18][CH3:19])[C:7](=[O:17])[CH2:8][N:9]=[C:10]([C:11]3[CH:16]=[CH:15][CH:14]=[CH:13][CH:12]=3)[C:4]=2[CH:3]=1.[CH3:22][O:23][C:24]1[CH:25]=[C:26]([CH:32]=[C:33]([O:35][CH3:36])[CH:34]=1)[O:27][CH2:28][C:29](O)=[O:30], predict the reaction product. The product is: [Cl:1][C:2]1[CH:21]=[CH:20][C:5]2[N:6]([CH2:18][CH3:19])[C:7](=[O:17])[CH2:8][N:9]3[C:29](=[O:30])[C@@H:28]([O:27][C:26]4[CH:32]=[C:33]([O:35][CH3:36])[CH:34]=[C:24]([O:23][CH3:22])[CH:25]=4)[C@:10]3([C:11]3[CH:16]=[CH:15][CH:14]=[CH:13][CH:12]=3)[C:4]=2[CH:3]=1. (2) Given the reactants [NH:1]1[C:5]([CH2:6][C:7]([N:9]2[CH2:13][C@H:12]([NH2:14])[CH2:11][C@H:10]2[C:15]([NH:17][C:18]2[CH:23]=[CH:22][C:21]([O:24][C:25]3[CH:30]=[CH:29][C:28]([F:31])=[CH:27][CH:26]=3)=[CH:20][CH:19]=2)=[O:16])=[O:8])=[CH:4][N:3]=[CH:2]1.[CH:32](=O)[C:33]1[CH:38]=[CH:37][CH:36]=[CH:35][CH:34]=1.C(O)(=O)C.C(O[BH-](OC(=O)C)OC(=O)C)(=O)C.[Na+], predict the reaction product. The product is: [NH:1]1[C:5]([CH2:6][C:7]([N:9]2[CH2:13][C@H:12]([NH:14][CH2:32][C:33]3[CH:38]=[CH:37][CH:36]=[CH:35][CH:34]=3)[CH2:11][C@H:10]2[C:15]([NH:17][C:18]2[CH:19]=[CH:20][C:21]([O:24][C:25]3[CH:26]=[CH:27][C:28]([F:31])=[CH:29][CH:30]=3)=[CH:22][CH:23]=2)=[O:16])=[O:8])=[CH:4][N:3]=[CH:2]1. (3) The product is: [NH2:1][C:2]1[C:3]([I:31])=[CH:4][C:5]2[C:6]3[CH:7]=[CH:8][N:9]=[C:10]([CH:30]=3)[C@@H:11]([NH:22][C:23](=[O:29])[O:24][C:25]([CH3:26])([CH3:28])[CH3:27])[CH2:12][CH2:13][CH2:14][C@@H:15]([CH3:21])[C:16](=[O:20])[NH:17][C:18]=2[CH:19]=1. Given the reactants [NH2:1][C:2]1[CH:3]=[CH:4][C:5]2[C:6]3[CH:7]=[CH:8][N:9]=[C:10]([CH:30]=3)[C@@H:11]([NH:22][C:23](=[O:29])[O:24][C:25]([CH3:28])([CH3:27])[CH3:26])[CH2:12][CH2:13][CH2:14][C@@H:15]([CH3:21])[C:16](=[O:20])[NH:17][C:18]=2[CH:19]=1.[I:31]Cl, predict the reaction product. (4) Given the reactants [C:1]([NH:4][C:5]1[CH:32]=[CH:31][N:8]([C@@H:9]2[O:30][C@H:27]([CH2:28][OH:29])[C@@H:25]([OH:26])[C@H:10]2[O:11][CH2:12][C:13](=[O:24])[NH:14][CH2:15][CH2:16][NH:17][C:18](=[O:23])[C:19]([F:22])([F:21])[F:20])[C:7](=[O:33])[N:6]=1)(=[O:3])[CH3:2].N1C=CC=CC=1.C(N(CC)CC)C.[CH3:47][O:48][C:49]1[CH:68]=[CH:67][C:52]([C:53](Cl)([C:60]2[CH:65]=[CH:64][CH:63]=[CH:62][CH:61]=2)[C:54]2[CH:59]=[CH:58][CH:57]=[CH:56][CH:55]=2)=[CH:51][CH:50]=1, predict the reaction product. The product is: [C:1]([NH:4][C:5]1[CH:32]=[CH:31][N:8]([C@@H:9]2[O:30][C@H:27]([CH2:28][O:29][C:53]([C:60]3[CH:65]=[CH:64][CH:63]=[CH:62][CH:61]=3)([C:54]3[CH:59]=[CH:58][CH:57]=[CH:56][CH:55]=3)[C:52]3[CH:51]=[CH:50][C:49]([O:48][CH3:47])=[CH:68][CH:67]=3)[C@@H:25]([OH:26])[C@H:10]2[O:11][CH2:12][C:13](=[O:24])[NH:14][CH2:15][CH2:16][NH:17][C:18](=[O:23])[C:19]([F:20])([F:21])[F:22])[C:7](=[O:33])[N:6]=1)(=[O:3])[CH3:2]. (5) The product is: [ClH:3].[CH3:5][N:6]([CH3:7])[CH2:8][C:9]1[CH2:17][C:16]2[C:11]([C:10]=1[C:19]1[CH:20]=[N:21][CH:22]=[CH:23][CH:24]=1)=[CH:12][CH:13]=[CH:14][CH:15]=2. Given the reactants S(Cl)([Cl:3])=O.[CH3:5][N:6]([CH2:8][CH:9]1[CH2:17][C:16]2[C:11](=[CH:12][CH:13]=[CH:14][CH:15]=2)[C:10]1([C:19]1[CH:20]=[N:21][CH:22]=[CH:23][CH:24]=1)O)[CH3:7], predict the reaction product. (6) Given the reactants [C:1]1(B(O)O)[CH:6]=[CH:5][CH:4]=[CH:3][CH:2]=1.[NH2:10][C:11]([C:13]1[CH:14]=[C:15](I)[CH:16]=[C:17]2[C:22]=1[N:21]=[CH:20][N:19]=[C:18]2[NH:23][C@H:24]1[CH2:29][CH2:28][CH2:27][N:26]([C:30]([O:32][C:33]([CH3:36])([CH3:35])[CH3:34])=[O:31])[CH2:25]1)=[O:12].C(=O)([O-])[O-].[Cs+].[Cs+], predict the reaction product. The product is: [NH2:10][C:11]([C:13]1[CH:14]=[C:15]([C:1]2[CH:6]=[CH:5][CH:4]=[CH:3][CH:2]=2)[CH:16]=[C:17]2[C:22]=1[N:21]=[CH:20][N:19]=[C:18]2[NH:23][C@H:24]1[CH2:29][CH2:28][CH2:27][N:26]([C:30]([O:32][C:33]([CH3:36])([CH3:35])[CH3:34])=[O:31])[CH2:25]1)=[O:12]. (7) Given the reactants Br[CH2:2][C:3]1[S:4][C:5]2[N:6]=[C:7]([N:18]3[C:22]4[CH:23]=[CH:24][CH:25]=[CH:26][C:21]=4[N:20]=[C:19]3[CH2:27][CH3:28])[N:8]=[C:9]([N:12]3[CH2:17][CH2:16][O:15][CH2:14][CH2:13]3)[C:10]=2[N:11]=1.[CH3:29][O:30][P:31]([O:34]C)[O:32][CH3:33], predict the reaction product. The product is: [CH3:29][O:30][P:31]([CH2:2][C:3]1[S:4][C:5]2[N:6]=[C:7]([N:18]3[C:22]4[CH:23]=[CH:24][CH:25]=[CH:26][C:21]=4[N:20]=[C:19]3[CH2:27][CH3:28])[N:8]=[C:9]([N:12]3[CH2:17][CH2:16][O:15][CH2:14][CH2:13]3)[C:10]=2[N:11]=1)(=[O:34])[O:32][CH3:33]. (8) Given the reactants [CH3:1][C:2]1[C:7](=[O:8])[NH:6][C:5](=[O:9])[N:4]2[CH:10]=[C:11]([C:13]([OH:15])=O)[S:12][C:3]=12.O.ON1C2C=CC=CC=2N=N1.[CH3:27][O:28][C:29]1[CH:34]=[C:33]([CH2:35][NH2:36])[CH:32]=[CH:31][N:30]=1.Cl.CN(C)CCCN=C=NCC, predict the reaction product. The product is: [CH3:27][O:28][C:29]1[CH:34]=[C:33]([CH2:35][NH:36][C:13]([C:11]2[S:12][C:3]3[N:4]([C:5](=[O:9])[NH:6][C:7](=[O:8])[C:2]=3[CH3:1])[CH:10]=2)=[O:15])[CH:32]=[CH:31][N:30]=1. (9) Given the reactants [CH3:1][C:2]1[C:3]([NH:13][C:14](=[O:16])[CH3:15])=[CH:4][C:5]2[CH2:6][CH2:7][CH2:8][C:9](=[CH2:12])[C:10]=2[CH:11]=1.[OH:17]C1C(OS(C2C=CC(C)=CC=2)(=O)=O)=C(I)C=CC=1.[Na+].[Cl-], predict the reaction product. The product is: [CH3:1][C:2]1[C:3]([NH:13][C:14](=[O:16])[CH3:15])=[CH:4][C:5]2[CH2:6][CH2:7][CH2:8][C:12](=[O:17])[CH2:9][C:10]=2[CH:11]=1.